Predict the reaction yield, written as a fraction of the theoretical maximum amount of product (1.0 means a 100% yield; for example, 0.34 means a 34% yield). From a dataset of Reaction yield outcomes from USPTO patents with 853,638 reactions. (1) The reactants are C(OC([N:8]1[CH2:13][CH2:12][CH:11]([C:14]2[C:22]3[C:17](=[CH:18][CH:19]=[C:20]([Cl:23])[CH:21]=3)[NH:16][C:15]=2[CH3:24])[CH2:10][CH2:9]1)=O)(C)(C)C.C(O)(C(F)(F)F)=O.C(Cl)Cl. No catalyst specified. The product is [Cl:23][C:20]1[CH:21]=[C:22]2[C:17](=[CH:18][CH:19]=1)[NH:16][C:15]([CH3:24])=[C:14]2[CH:11]1[CH2:12][CH2:13][NH:8][CH2:9][CH2:10]1. The yield is 0.950. (2) The reactants are C1C[C@H:9]2[N:4](C[C@H:6]3[C@@H:13]4[CH2:14]C[CH2:16][CH2:17][N:12]4C[C@@H:8]2[CH2:7]3)CC1.C(OC([N:25]1CCCC1)=O)(C)(C)C.C([Li])(CC)C.C1CCCCC1.O1CCCC1.BrC1C=NC=CN=1.C(P(C(C)(C)C)C(C)(C)C)(C)(C)C.F[B-](F)(F)F.[H+].[ClH:72].O1CCOCC1. The catalyst is C(OC)(C)(C)C.ClCCl.[Cl-].[Zn+2].[Cl-].C([O-])(=O)C.[Pd+2].C([O-])(=O)C.O. The product is [ClH:72].[NH:4]1[CH2:9][CH2:8][CH2:7][C@@H:6]1[C:13]1[CH:14]=[N:25][CH:16]=[CH:17][N:12]=1. The yield is 0.170. (3) The reactants are O=[C:2]1[CH2:6][CH2:5][C@@H:4]([C:7]([O:9][CH2:10][C:11]2[CH:16]=[CH:15][CH:14]=[CH:13][CH:12]=2)=[O:8])[CH2:3]1.[CH2:17](B1OC(C)(C)C(C)(C)O1)[CH:18]=[CH2:19].[NH3:29]. The catalyst is CO. The product is [CH2:17]([C:2]1([NH2:29])[CH2:6][CH2:5][C@@H:4]([C:7]([O:9][CH2:10][C:11]2[CH:16]=[CH:15][CH:14]=[CH:13][CH:12]=2)=[O:8])[CH2:3]1)[CH:18]=[CH2:19]. The yield is 0.520. (4) The reactants are [F:1][C:2]1[CH:7]=[C:6]([F:8])[CH:5]=[CH:4][C:3]=1[Mg]Br.[C:11]1(=O)[CH2:15][CH2:14][CH2:13][CH2:12]1.Cl. The catalyst is C1COCC1. The product is [C:11]1([C:3]2[CH:4]=[CH:5][C:6]([F:8])=[CH:7][C:2]=2[F:1])[CH2:15][CH2:14][CH2:13][CH:12]=1. The yield is 0.263. (5) The reactants are [NH2:1][C@@H:2]1[CH2:7][CH2:6][CH2:5][N:4]([C:8]2[N:13]([CH2:14][C:15]3[CH:22]=[CH:21][CH:20]=[CH:19][C:16]=3[C:17]#[N:18])[C:12](=[O:23])[C:11](Br)=[CH:10][CH:9]=2)[CH2:3]1.[CH2:25]([Sn](CCCC)(CCCC)C#CC)[CH2:26][CH2:27]C. The catalyst is O1CCOCC1.C1C=CC([P]([Pd]([P](C2C=CC=CC=2)(C2C=CC=CC=2)C2C=CC=CC=2)([P](C2C=CC=CC=2)(C2C=CC=CC=2)C2C=CC=CC=2)[P](C2C=CC=CC=2)(C2C=CC=CC=2)C2C=CC=CC=2)(C2C=CC=CC=2)C2C=CC=CC=2)=CC=1. The product is [NH2:1][C@@H:2]1[CH2:7][CH2:6][CH2:5][N:4]([C:8]2[N:13]([CH2:14][C:15]3[CH:22]=[CH:21][CH:20]=[CH:19][C:16]=3[C:17]#[N:18])[C:12](=[O:23])[C:11]([C:25]#[C:26][CH3:27])=[CH:10][CH:9]=2)[CH2:3]1. The yield is 0.760. (6) The yield is 0.870. The product is [CH3:1][N:2]([CH3:4])[CH2:3][C:13]1[C:12]2[C:16](=[CH:17][C:9]([N+:6]([O-:8])=[O:7])=[CH:10][CH:11]=2)[NH:15][CH:14]=1. The catalyst is C(O)(=O)C. The reactants are [CH3:1][NH:2][CH3:3].[CH2:4]=O.[N+:6]([C:9]1[CH:17]=[C:16]2[C:12]([CH:13]=[CH:14][NH:15]2)=[CH:11][CH:10]=1)([O-:8])=[O:7].[OH-].[Na+].